From a dataset of Catalyst prediction with 721,799 reactions and 888 catalyst types from USPTO. Predict which catalyst facilitates the given reaction. (1) Reactant: O[CH2:2][CH2:3][N:4]1[CH2:8][CH2:7][CH2:6][C:5]1=[O:9].[Cl:10]C(N(C)C)=C(C)C. Product: [Cl:10][CH2:2][CH2:3][N:4]1[CH2:8][CH2:7][CH2:6][C:5]1=[O:9]. The catalyst class is: 2. (2) Reactant: [NH:1]1[CH2:6][CH2:5][O:4][CH2:3][CH2:2]1.[C:7]1([C:17]2[CH:22]=[CH:21][CH:20]=[CH:19][CH:18]=2)[CH:12]=[CH:11][C:10]([C:13](=[O:16])[CH2:14]Br)=[CH:9][CH:8]=1.C(N(CC)CC)C.O. Product: [C:7]1([C:17]2[CH:18]=[CH:19][CH:20]=[CH:21][CH:22]=2)[CH:8]=[CH:9][C:10]([C:13](=[O:16])[CH2:14][N:1]2[CH2:6][CH2:5][O:4][CH2:3][CH2:2]2)=[CH:11][CH:12]=1. The catalyst class is: 28. (3) Reactant: [Cl:1][C:2]1[CH:10]=[C:9]([Br:11])[CH:8]=[C:7]([Si:12]([CH3:15])([CH3:14])[CH3:13])[C:3]=1[C:4]([OH:6])=O.S(Cl)(Cl)=O.[CH3:20][CH2:21][N:22]([CH2:25]C)CC.[CH3:27][OH:28].[C:29]1([CH3:35])[CH:34]=CC=C[CH:30]=1. Product: [CH2:21]([N:22]([CH:25]([O:28][CH3:27])[C:29]([CH3:30])([CH3:34])[CH3:35])[C:4](=[O:6])[C:3]1[C:7]([Si:12]([CH3:15])([CH3:14])[CH3:13])=[CH:8][C:9]([Br:11])=[CH:10][C:2]=1[Cl:1])[CH3:20]. The catalyst class is: 28. (4) Reactant: [Si:1]([O:18][CH:19]1[CH2:24][CH2:23][CH:22]([C:25]([NH2:27])=O)[CH2:21][CH2:20]1)([C:14]([CH3:17])([CH3:16])[CH3:15])([C:8]1[CH:13]=[CH:12][CH:11]=[CH:10][CH:9]=1)[C:2]1[CH:7]=[CH:6][CH:5]=[CH:4][CH:3]=1.CS(C)=O.C(Cl)(=O)C(Cl)=O.C(N(CC)CC)C. Product: [Si:1]([O:18][CH:19]1[CH2:20][CH2:21][CH:22]([C:25]#[N:27])[CH2:23][CH2:24]1)([C:14]([CH3:17])([CH3:16])[CH3:15])([C:8]1[CH:13]=[CH:12][CH:11]=[CH:10][CH:9]=1)[C:2]1[CH:3]=[CH:4][CH:5]=[CH:6][CH:7]=1. The catalyst class is: 2. (5) Reactant: C([O:3][C:4]([CH:6]1[CH2:11][CH2:10][N:9]([CH2:12][C:13]2[CH:18]=[CH:17][C:16]([NH:19]/[C:20](=[C:27]3\[C:28](=[O:39])[NH:29][C:30]4[C:35]\3=[CH:34][C:33]([N+:36]([O-:38])=[O:37])=[CH:32][CH:31]=4)/[C:21]3[CH:26]=[CH:25][CH:24]=[CH:23][CH:22]=3)=[CH:15][CH:14]=2)[CH2:8][CH2:7]1)=[O:5])C.[OH-].[Na+]. Product: [C:4]([CH:6]1[CH2:11][CH2:10][N:9]([CH2:12][C:13]2[CH:14]=[CH:15][C:16]([NH:19]/[C:20](=[C:27]3\[C:28](=[O:39])[NH:29][C:30]4[C:35]\3=[CH:34][C:33]([N+:36]([O-:38])=[O:37])=[CH:32][CH:31]=4)/[C:21]3[CH:26]=[CH:25][CH:24]=[CH:23][CH:22]=3)=[CH:17][CH:18]=2)[CH2:8][CH2:7]1)([OH:5])=[O:3]. The catalyst class is: 8.